This data is from Catalyst prediction with 721,799 reactions and 888 catalyst types from USPTO. The task is: Predict which catalyst facilitates the given reaction. (1) Reactant: [C:1]1([CH:7]([NH2:11])[CH2:8][CH2:9][CH3:10])[CH:6]=[CH:5][CH:4]=[CH:3][CH:2]=1.Cl.C1(C(N)CCC)C=CC=CC=1.[CH:24]1[N:29]=[C:28](Cl)[C:27]2[N:31]=[CH:32][N:33]([C@@H:34]3[O:38][C@H:37]([CH2:39][OH:40])[C@@H:36]([OH:41])[C@H:35]3[OH:42])[C:26]=2[N:25]=1.C(N(CC)CC)C. Product: [C:1]1([CH:7]([NH:11][C:28]2[C:27]3[N:31]=[CH:32][N:33]([C:26]=3[N:25]=[CH:24][N:29]=2)[C@@H:34]2[O:38][C@H:37]([CH2:39][OH:40])[C@@H:36]([OH:41])[C@H:35]2[OH:42])[CH2:8][CH2:9][CH3:10])[CH:6]=[CH:5][CH:4]=[CH:3][CH:2]=1. The catalyst class is: 259. (2) Reactant: [I:1][C:2]1[CH:17]=[CH:16][C:5]2[NH:6][C:7]([CH2:12][C:13]([OH:15])=O)=[N:8][S:9](=[O:11])(=[O:10])[C:4]=2[CH:3]=1.[CH2:18]([O:20][C:21]([C@H:23]1[C@@H:28]([NH:29][CH2:30][CH2:31][CH:32]([CH3:34])[CH3:33])[C@H:27]2[CH2:35][C@@H:24]1[CH2:25][CH2:26]2)=[O:22])[CH3:19].Cl.CN(C)CCCN=C=NCC.CN1CCOCC1.Cl. Product: [CH2:18]([O:20][C:21]([C@H:23]1[C@@H:28]([N:29]([C:13](=[O:15])[CH2:12][C:7]2[NH:6][C:5]3[CH:16]=[CH:17][C:2]([I:1])=[CH:3][C:4]=3[S:9](=[O:10])(=[O:11])[N:8]=2)[CH2:30][CH2:31][CH:32]([CH3:34])[CH3:33])[C@H:27]2[CH2:35][C@@H:24]1[CH2:25][CH2:26]2)=[O:22])[CH3:19]. The catalyst class is: 9. (3) Reactant: [CH:1]1([C:6]2[C:15]3[C@@H:14]([OH:16])[CH2:13][C:12]4([CH2:19][CH2:18][CH2:17]4)[CH2:11][C:10]=3[N:9]=[C:8]([CH:20]([CH3:22])[CH3:21])[C:7]=2[C:23]([C:25]2[CH:30]=[CH:29][C:28]([C:31]([F:34])([F:33])[F:32])=[CH:27][CH:26]=2)=[O:24])[CH2:5][CH2:4][CH2:3][CH2:2]1.N1C(C)=CC=CC=1C.FC(F)(F)S(O[Si:49]([C:52]([CH3:55])([CH3:54])[CH3:53])([CH3:51])[CH3:50])(=O)=O.Cl. Product: [Si:49]([O:16][C@H:14]1[CH2:13][C:12]2([CH2:19][CH2:18][CH2:17]2)[CH2:11][C:10]2[N:9]=[C:8]([CH:20]([CH3:22])[CH3:21])[C:7]([C:23]([C:25]3[CH:30]=[CH:29][C:28]([C:31]([F:34])([F:32])[F:33])=[CH:27][CH:26]=3)=[O:24])=[C:6]([CH:1]3[CH2:2][CH2:3][CH2:4][CH2:5]3)[C:15]1=2)([C:52]([CH3:55])([CH3:54])[CH3:53])([CH3:51])[CH3:50]. The catalyst class is: 11.